Task: Predict the reactants needed to synthesize the given product.. Dataset: Full USPTO retrosynthesis dataset with 1.9M reactions from patents (1976-2016) (1) Given the product [C:51]([O-:54])([O-:53])=[O:52].[Na+:55].[Na+:55].[Cl:18][C:19]1[CH:20]=[C:21]2[C:29](=[C:30]([NH:32][C:15]([CH:10]3[CH2:11][CH2:12][CH2:13][CH2:14][CH:9]3[NH2:8])=[O:17])[CH:31]=1)[NH:28][C:27]1[CH:26]=[N:25][CH:24]=[CH:23][C:22]2=1, predict the reactants needed to synthesize it. The reactants are: C(OC([NH:8][C@H:9]1[CH2:14][CH2:13][CH2:12][CH2:11][C@H:10]1[C:15]([OH:17])=O)=O)(C)(C)C.[Cl:18][C:19]1[CH:20]=[C:21]2[C:29](=[C:30]([NH2:32])[CH:31]=1)[NH:28][C:27]1[CH:26]=[N:25][CH:24]=[CH:23][C:22]2=1.CCN=C=NCCCN(C)C.FC(F)(F)C(O)=O.[C:51]([O-:54])([O-:53])=[O:52].[Na+:55].[Na+]. (2) Given the product [C:1]1([N:7]=[C:8]([O:18][CH2:19][CH3:20])[CH:9]=[CH:10][S:11][C:12]2[CH:17]=[CH:16][CH:15]=[CH:14][CH:13]=2)[CH:2]=[CH:3][CH:4]=[CH:5][CH:6]=1, predict the reactants needed to synthesize it. The reactants are: [C:1]1([NH:7][C:8](=[O:18])[CH:9]=[CH:10][S:11][C:12]2[CH:17]=[CH:16][CH:15]=[CH:14][CH:13]=2)[CH:6]=[CH:5][CH:4]=[CH:3][CH:2]=1.[CH2:19]([O+](CC)CC)[CH3:20].F[B-](F)(F)F.[H+].ClCCl. (3) Given the product [C:1]([C:3]1[CH:19]=[CH:18][C:6]([O:7][C:8]2[CH:9]=[CH:10][C:11]3[B:15]([OH:16])[O:14][CH2:13][C:12]=3[CH:17]=2)=[CH:5][C:4]=1[C:20]([O:22][CH3:23])=[O:21])(=[O:24])[NH2:2], predict the reactants needed to synthesize it. The reactants are: [C:1]([C:3]1[CH:19]=[CH:18][C:6]([O:7][C:8]2[CH:9]=[CH:10][C:11]3[B:15]([OH:16])[O:14][CH2:13][C:12]=3[CH:17]=2)=[CH:5][C:4]=1[C:20]([O:22][CH3:23])=[O:21])#[N:2].[OH-:24].[Na+].Cl. (4) Given the product [CH3:13][O:12][C:10]([C:5]12[CH2:6][CH2:7][C:1]([C:14]([OH:16])=[O:15])([CH2:9][CH2:8]1)[CH2:2][CH2:3][CH2:4]2)=[O:11], predict the reactants needed to synthesize it. The reactants are: [C:1]12([C:14]([O:16]C)=[O:15])[CH2:9][CH2:8][C:5]([C:10]([O:12][CH3:13])=[O:11])([CH2:6][CH2:7]1)[CH2:4][CH2:3][CH2:2]2.O.O.O.O.O.O.O.O.[OH-].[Ba+2].[OH-]. (5) Given the product [C:6]([C@H:4]([C@@H:2]([C:1]([OH:10])=[O:9])[OH:3])[OH:5])([OH:8])=[O:7].[CH2:11]([O:18][C:19](=[O:36])[C:20]([CH3:21])([O:22][C:23]1[CH:28]=[CH:27][CH:26]=[C:25]([C@H:29]2[CH2:34][CH2:33][CH2:32][NH:31][CH2:30]2)[CH:24]=1)[CH3:35])[C:12]1[CH:17]=[CH:16][CH:15]=[CH:14][CH:13]=1, predict the reactants needed to synthesize it. The reactants are: [C:1]([OH:10])(=[O:9])[C@H:2]([C@@H:4]([C:6]([OH:8])=[O:7])[OH:5])[OH:3].[CH2:11]([O:18][C:19](=[O:36])[C:20]([CH3:35])([O:22][C:23]1[CH:28]=[CH:27][CH:26]=[C:25]([CH:29]2[CH2:34][CH2:33][CH2:32][NH:31][CH2:30]2)[CH:24]=1)[CH3:21])[C:12]1[CH:17]=[CH:16][CH:15]=[CH:14][CH:13]=1. (6) Given the product [CH3:1][CH2:2][CH2:3][CH2:4][CH2:5][C@H:6]([OH:28])[CH2:7][CH2:8][C@H:9]1[C@H:10]([OH:27])[CH2:11][C@H:12]2[C@@H:13]1[CH2:14][C:15]1[C:16]([CH2:17]2)=[C:18]([O:22][CH2:23][C:24]([OH:26])=[O:25])[CH:19]=[CH:20][CH:21]=1, predict the reactants needed to synthesize it. The reactants are: [CH3:1][CH2:2][CH2:3][CH2:4][CH2:5][C@H:6]([OH:28])[CH2:7][CH2:8][C@@H:9]1[C@H:13]2[CH2:14][C:15]3[CH:21]=[CH:20][CH:19]=[C:18]([O:22][CH2:23][C:24]([OH:26])=[O:25])[C:16]=3[CH2:17][C@H:12]2[CH2:11][C@H:10]1[OH:27].C(NCCO)CO.O.Cl. (7) Given the product [Cl:16][C:10]1[S:12][C:7]2[C:2]([N:1]=1)=[N:3][CH:4]=[CH:5][CH:6]=2, predict the reactants needed to synthesize it. The reactants are: [NH2:1][C:2]1[C:7](Br)=[CH:6][CH:5]=[CH:4][N:3]=1.O(CC)[C:10]([S-:12])=S.[K+].[ClH:16].